Dataset: NCI-60 drug combinations with 297,098 pairs across 59 cell lines. Task: Regression. Given two drug SMILES strings and cell line genomic features, predict the synergy score measuring deviation from expected non-interaction effect. (1) Drug 1: CN(C)C1=NC(=NC(=N1)N(C)C)N(C)C. Synergy scores: CSS=47.7, Synergy_ZIP=3.09, Synergy_Bliss=4.76, Synergy_Loewe=-24.6, Synergy_HSA=1.40. Cell line: RXF 393. Drug 2: CC1C(C(CC(O1)OC2CC(CC3=C2C(=C4C(=C3O)C(=O)C5=C(C4=O)C(=CC=C5)OC)O)(C(=O)CO)O)N)O.Cl. (2) Drug 1: CC(C)NC(=O)C1=CC=C(C=C1)CNNC.Cl. Drug 2: C1CNP(=O)(OC1)N(CCCl)CCCl. Cell line: HCT116. Synergy scores: CSS=-4.40, Synergy_ZIP=-1.77, Synergy_Bliss=-11.0, Synergy_Loewe=-11.7, Synergy_HSA=-12.3. (3) Drug 1: CNC(=O)C1=CC=CC=C1SC2=CC3=C(C=C2)C(=NN3)C=CC4=CC=CC=N4. Drug 2: C1=CC(=C2C(=C1NCCNCCO)C(=O)C3=C(C=CC(=C3C2=O)O)O)NCCNCCO. Cell line: COLO 205. Synergy scores: CSS=64.1, Synergy_ZIP=17.6, Synergy_Bliss=14.6, Synergy_Loewe=-7.64, Synergy_HSA=12.6. (4) Cell line: ACHN. Drug 2: CC1C(C(CC(O1)OC2CC(CC3=C2C(=C4C(=C3O)C(=O)C5=C(C4=O)C(=CC=C5)OC)O)(C(=O)CO)O)N)O.Cl. Synergy scores: CSS=59.2, Synergy_ZIP=0.122, Synergy_Bliss=0.445, Synergy_Loewe=3.82, Synergy_HSA=5.21. Drug 1: CC(CN1CC(=O)NC(=O)C1)N2CC(=O)NC(=O)C2. (5) Drug 1: C1=NC(=NC(=O)N1C2C(C(C(O2)CO)O)O)N. Drug 2: C(CC(=O)O)C(=O)CN.Cl. Cell line: PC-3. Synergy scores: CSS=20.2, Synergy_ZIP=-7.10, Synergy_Bliss=-0.553, Synergy_Loewe=-11.3, Synergy_HSA=1.80.